From a dataset of Full USPTO retrosynthesis dataset with 1.9M reactions from patents (1976-2016). Predict the reactants needed to synthesize the given product. (1) Given the product [F:15][C:16]1[CH:17]=[C:18]([S:24]([NH:1][C:4]2[CH:13]=[CH:12][CH:11]=[C:10]3[C:5]=2[CH:6]=[CH:7][C:8]([NH:38][CH2:37][CH2:36][C:31]2[CH:32]=[CH:33][CH:34]=[CH:35][C:30]=2[O:29][CH3:28])=[N:9]3)(=[O:26])=[O:25])[CH:19]=[C:20]([F:23])[C:21]=1[F:22], predict the reactants needed to synthesize it. The reactants are: [N+:1]([C:4]1[CH:13]=[CH:12][CH:11]=[C:10]2[C:5]=1[CH:6]=[CH:7][C:8](Cl)=[N:9]2)([O-])=O.[F:15][C:16]1[CH:17]=[C:18]([S:24](Cl)(=[O:26])=[O:25])[CH:19]=[C:20]([F:23])[C:21]=1[F:22].[CH3:28][O:29][C:30]1[CH:35]=[CH:34][CH:33]=[CH:32][C:31]=1[CH2:36][CH2:37][NH2:38]. (2) Given the product [N:29]([C:8]1[C:9]2[C:14](=[N:13][CH:12]=[CH:11][CH:10]=2)[N:5]([CH2:1][CH2:2][CH2:3][CH3:4])[C:6](=[O:28])[C:7]=1[C:16]1[NH:21][C:20]2[CH:22]=[CH:23][CH:24]=[CH:25][C:19]=2[S:18](=[O:26])(=[O:27])[N:17]=1)=[N+:30]=[N-:31], predict the reactants needed to synthesize it. The reactants are: [CH2:1]([N:5]1[C:14]2[C:9](=[CH:10][CH:11]=[CH:12][N:13]=2)[C:8](Cl)=[C:7]([C:16]2[NH:21][C:20]3[CH:22]=[CH:23][CH:24]=[CH:25][C:19]=3[S:18](=[O:27])(=[O:26])[N:17]=2)[C:6]1=[O:28])[CH2:2][CH2:3][CH3:4].[N-:29]=[N+:30]=[N-:31].[Na+]. (3) Given the product [Br:5][C:6]1[CH:11]=[C:10]2[C:9]([CH:25]=[N:1][C:13]([CH:14]([O:16][Si:17]([C:20]([CH3:23])([CH3:22])[CH3:21])([CH3:19])[CH3:18])[CH3:15])=[N:12]2)=[CH:8][CH:7]=1, predict the reactants needed to synthesize it. The reactants are: [NH3:1].C(O)C.[Br:5][C:6]1[CH:7]=[CH:8][C:9]([CH:25]=O)=[C:10]([NH:12][C:13](=O)[CH:14]([O:16][Si:17]([C:20]([CH3:23])([CH3:22])[CH3:21])([CH3:19])[CH3:18])[CH3:15])[CH:11]=1. (4) Given the product [N+:8]([C:4]1[CH:3]=[C:2]([N:11]2[CH2:16][CH2:15][NH:14][CH2:13][CH2:12]2)[CH:7]=[CH:6][CH:5]=1)([O-:10])=[O:9], predict the reactants needed to synthesize it. The reactants are: F[C:2]1[CH:3]=[C:4]([N+:8]([O-:10])=[O:9])[CH:5]=[CH:6][CH:7]=1.[NH:11]1[CH2:16][CH2:15][NH:14][CH2:13][CH2:12]1. (5) Given the product [CH2:17]([C:16]([C:13]1[CH:14]=[CH:15][C:10]([O:9][CH2:8][CH2:7][CH2:6][CH2:5][C:4]([OH:37])=[O:3])=[C:11]([CH3:36])[CH:12]=1)([C:19]1[CH:24]=[CH:23][C:22]([CH2:25][CH2:26][CH:27]([OH:32])[C:28]([CH3:30])([CH3:31])[CH3:29])=[C:21]([CH3:33])[CH:20]=1)[CH2:34][CH3:35])[CH3:18], predict the reactants needed to synthesize it. The reactants are: C([O:3][C:4](=[O:37])[CH2:5][CH2:6][CH2:7][CH2:8][O:9][C:10]1[CH:15]=[CH:14][C:13]([C:16]([CH2:34][CH3:35])([C:19]2[CH:24]=[CH:23][C:22]([CH2:25][CH2:26][CH:27]([OH:32])[C:28]([CH3:31])([CH3:30])[CH3:29])=[C:21]([CH3:33])[CH:20]=2)[CH2:17][CH3:18])=[CH:12][C:11]=1[CH3:36])C.[OH-].[K+].Cl. (6) Given the product [C:1]([C:5]1[N:10]=[C:9]([N:11]2[CH2:16][CH2:15][N:14]([CH2:17][CH2:18][CH2:19][CH2:20][NH:21][C:31]([N:33]3[CH2:34][CH2:35][C:42]4[NH:43][C:44]5[CH:45]=[CH:46][C:47]([C:51]#[N:52])=[CH:48][C:49]=5[C:50]=4[CH2:37]3)=[O:32])[CH2:13][CH2:12]2)[CH:8]=[C:7]([C:22]([F:24])([F:25])[F:23])[N:6]=1)([CH3:4])([CH3:2])[CH3:3], predict the reactants needed to synthesize it. The reactants are: [C:1]([C:5]1[N:10]=[C:9]([N:11]2[CH2:16][CH2:15][N:14]([CH2:17][CH2:18][CH2:19][CH2:20][NH2:21])[CH2:13][CH2:12]2)[CH:8]=[C:7]([C:22]([F:25])([F:24])[F:23])[N:6]=1)([CH3:4])([CH3:3])[CH3:2].C1N=CN([C:31]([N:33]2[CH:37]=N[CH:35]=[CH:34]2)=[O:32])C=1.C1[C:50]2[C:49]3[CH:48]=[C:47]([C:51]#[N:52])[CH:46]=[CH:45][C:44]=3[NH:43][C:42]=2CCN1. (7) Given the product [N+:31]([C:12]1[CH:17]=[CH:16][C:15]([OH:21])=[CH:14][CH:13]=1)([O-:33])=[O:32].[C:45](=[O:46])([O-:48])[O-:47], predict the reactants needed to synthesize it. The reactants are: CN1CC23CCC4C(C2CCC3C1C)CC=[C:17]1[C:12]4(C)[CH2:13][CH2:14][CH:15]([OH:21])[CH2:16]1.C1C([N+:31]([O-:33])=[O:32])=CC=C([Cl-]C([O-])=O)C=1.CN1CCOCC1.[C:45](=[O:48])([O-:47])[O-:46]. (8) Given the product [Cl:25][C:20]1[CH:21]=[CH:22][CH:23]=[CH:24][C:19]=1[C:8]([NH:9][C:12]1[CH:17]=[CH:16][C:15]([Cl:18])=[CH:14][CH:13]=1)=[NH:7], predict the reactants needed to synthesize it. The reactants are: C(OC(C1[N:7]=[C:8]([C:19]2[CH:24]=[CH:23][CH:22]=[CH:21][C:20]=2[Cl:25])[N:9]([C:12]2[CH:17]=[CH:16][C:15]([Cl:18])=[CH:14][CH:13]=2)C=1Br)=O)C.C([Li])(C)(C)C.CN(C=O)C.